The task is: Predict the product of the given reaction.. This data is from Forward reaction prediction with 1.9M reactions from USPTO patents (1976-2016). Given the reactants [CH3:1][C:2]1[NH:3][C:4]2[C:9]([CH:10]=1)=[CH:8][C:7]([CH3:11])=[CH:6][CH:5]=2.[Cl:12][C:13]1[C:22]2[C:17](=[C:18]([CH3:23])[CH:19]=[CH:20][CH:21]=2)[N:16]=[C:15]([CH3:24])[CH:14]=1, predict the reaction product. The product is: [ClH:12].[CH3:1][C:2]1[NH:3][C:4]2[C:9]([C:10]=1[C:13]1[C:22]3[C:17](=[C:18]([CH3:23])[CH:19]=[CH:20][CH:21]=3)[N:16]=[C:15]([CH3:24])[CH:14]=1)=[CH:8][C:7]([CH3:11])=[CH:6][CH:5]=2.